From a dataset of Catalyst prediction with 721,799 reactions and 888 catalyst types from USPTO. Predict which catalyst facilitates the given reaction. Reactant: [OH:1][C:2]1[CH:11]=[C:10]2[C:5]([CH2:6][CH2:7][NH:8][C:9]2=[O:12])=[CH:4][CH:3]=1.[Br:13][CH2:14][CH2:15][CH2:16][CH2:17]Br.C([O-])([O-])=O.[K+].[K+]. Product: [Br:13][CH2:14][CH2:15][CH2:16][CH2:17][O:1][C:2]1[CH:11]=[C:10]2[C:5]([CH2:6][CH2:7][NH:8][C:9]2=[O:12])=[CH:4][CH:3]=1. The catalyst class is: 88.